This data is from Reaction yield outcomes from USPTO patents with 853,638 reactions. The task is: Predict the reaction yield, written as a fraction of the theoretical maximum amount of product (1.0 means a 100% yield; for example, 0.34 means a 34% yield). (1) The reactants are [NH2:1][C:2]1[CH:7]=[CH:6][C:5](Br)=[CH:4][N:3]=1.[C:9]([O:13][CH2:14][C:15]1[CH:20]=[CH:19][CH:18]=[CH:17][CH:16]=1)(=[O:12])[CH:10]=[CH2:11].C1(C)C=CC=CC=1P(C1C=CC=CC=1C)C1C=CC=CC=1C.C(N(C(C)C)CC)(C)C. The catalyst is C(#N)CC.CC([O-])=O.CC([O-])=O.[Pd+2]. The product is [NH2:1][C:2]1[N:3]=[CH:4][C:5](/[CH:11]=[CH:10]/[C:9]([O:13][CH2:14][C:15]2[CH:20]=[CH:19][CH:18]=[CH:17][CH:16]=2)=[O:12])=[CH:6][CH:7]=1. The yield is 0.390. (2) The reactants are Cl.Cl[C:3]1[C:4]2[CH2:18][CH2:17][N:16]([C@@:19]3([CH3:31])[CH2:23][CH2:22][N:21]([C:24]([O:26][C:27]([CH3:30])([CH3:29])[CH3:28])=[O:25])[CH2:20]3)[C:5]=2[N:6]=[C:7]([N:9]2[CH2:14][CH2:13][O:12][CH2:11][C@@H:10]2[CH3:15])[N:8]=1.CC1(C)C(C)(C)OB([C:40]2[CH:41]=[N:42][C:43]([NH2:46])=[N:44][CH:45]=2)O1.C([O-])([O-])=O.[Na+].[Na+]. The catalyst is O1CCOCC1.C1C=CC(P(C2C=CC=CC=2)[C-]2C=CC=C2)=CC=1.C1C=CC(P(C2C=CC=CC=2)[C-]2C=CC=C2)=CC=1.Cl[Pd]Cl.[Fe+2].C(Cl)Cl. The product is [NH2:46][C:43]1[N:44]=[CH:45][C:40]([C:3]2[C:4]3[CH2:18][CH2:17][N:16]([C@@:19]4([CH3:31])[CH2:23][CH2:22][N:21]([C:24]([O:26][C:27]([CH3:29])([CH3:30])[CH3:28])=[O:25])[CH2:20]4)[C:5]=3[N:6]=[C:7]([N:9]3[CH2:14][CH2:13][O:12][CH2:11][C@@H:10]3[CH3:15])[N:8]=2)=[CH:41][N:42]=1. The yield is 0.910.